From a dataset of Full USPTO retrosynthesis dataset with 1.9M reactions from patents (1976-2016). Predict the reactants needed to synthesize the given product. (1) Given the product [OH:37][CH2:34][CH2:40][N:41]1[CH2:43][CH2:11][C:10]2[C:7](=[CH:6][CH:13]=[C:12]([C:16]3[S:15][C:14]([C:11]4[CH:12]=[CH:13][C:6]([O:5][CH:3]([CH3:2])[CH3:4])=[C:7]([CH:10]=4)[C:8]#[N:9])=[N:18][N:17]=3)[C:31]=2[CH3:32])[CH2:42]1, predict the reactants needed to synthesize it. The reactants are: Cl.[CH3:2][CH:3]([O:5][C:6]1[CH:13]=[CH:12][C:11]([CH:14]2[N:18](C3C(C)=C4C(=CC=3)CNCC4)[N:17]=[CH:16][S:15]2)=[CH:10][C:7]=1[C:8]#[N:9])[CH3:4].Br[CH2:31][CH2:32]O.[C:34](=[O:37])([O-])[O-].[K+].[K+].[CH3:40][N:41]([CH:43]=O)[CH3:42]. (2) Given the product [N:12]1[C:11]2[NH:15][CH:16]=[CH:17][C:10]=2[C:9]([NH:8][C@@H:4]2[CH2:3][C@@H:2]([F:1])[CH2:7][N:6]([C:25](=[O:26])[CH:24]=[CH2:23])[CH2:5]2)=[N:14][CH:13]=1, predict the reactants needed to synthesize it. The reactants are: [F:1][C@H:2]1[CH2:7][NH:6][CH2:5][C@H:4]([NH:8][C:9]2[C:10]3[CH:17]=[CH:16][NH:15][C:11]=3[N:12]=[CH:13][N:14]=2)[CH2:3]1.C(Cl)Cl.CO.[CH2:23]1C[O:26][CH2:25][CH2:24]1. (3) Given the product [CH3:18][O:19][CH2:20][CH2:21][N:22]([CH3:30])[C:23]1[N:24]=[CH:25][C:26]([NH:29][C:12]([C:10]2[N:11]=[C:7]([C:1]3[CH:2]=[CH:3][CH:4]=[CH:5][CH:6]=3)[O:8][C:9]=2[CH2:15][CH2:16][CH3:17])=[O:14])=[CH:27][CH:28]=1, predict the reactants needed to synthesize it. The reactants are: [C:1]1([C:7]2[O:8][C:9]([CH2:15][CH2:16][CH3:17])=[C:10]([C:12]([OH:14])=O)[N:11]=2)[CH:6]=[CH:5][CH:4]=[CH:3][CH:2]=1.[CH3:18][O:19][CH2:20][CH2:21][N:22]([CH3:30])[C:23]1[CH:28]=[CH:27][C:26]([NH2:29])=[CH:25][N:24]=1. (4) The reactants are: C[Si]([N-][Si](C)(C)C)(C)C.[Li+].C1COCC1.[C:16]([C:19]1[N:20]=[CH:21][N:22]2[CH:26]=[CH:25][S:24][C:23]=12)(=[O:18])[CH3:17].C([Li])CCC.CCCCCC.[CH2:38]([Sn:42](Cl)([CH2:47][CH2:48][CH2:49][CH3:50])[CH2:43][CH2:44][CH2:45][CH3:46])[CH2:39][CH2:40][CH3:41].[Cl-].[NH4+]. Given the product [C:16]([C:19]1[N:20]=[CH:21][N:22]2[CH:26]=[C:25]([Sn:42]([CH2:43][CH2:44][CH2:45][CH3:46])([CH2:47][CH2:48][CH2:49][CH3:50])[CH2:38][CH2:39][CH2:40][CH3:41])[S:24][C:23]=12)(=[O:18])[CH3:17], predict the reactants needed to synthesize it. (5) Given the product [NH2:1][C:2]1[N:6]([C@@H:7]2[CH2:12][CH2:11][CH2:10][N:9]([C:13](=[O:19])/[C:39](/[F:38])=[CH:43]/[CH2:44][OH:45])[CH2:8]2)[N:5]=[C:4]([C:20]2[CH:21]=[CH:22][C:23]([O:26][C:27]3[CH:32]=[CH:31][C:30]([F:33])=[CH:29][C:28]=3[F:34])=[CH:24][CH:25]=2)[C:3]=1[C:35]([NH2:37])=[O:36], predict the reactants needed to synthesize it. The reactants are: [NH2:1][C:2]1[N:6]([C@@H:7]2[CH2:12][CH2:11][CH2:10][N:9]([C:13](=[O:19])/C=C/CCO)[CH2:8]2)[N:5]=[C:4]([C:20]2[CH:25]=[CH:24][C:23]([O:26][C:27]3[CH:32]=[CH:31][C:30]([F:33])=[CH:29][C:28]=3[F:34])=[CH:22][CH:21]=2)[C:3]=1[C:35]([NH2:37])=[O:36].[F:38]/[C:39](=[CH:43]\[CH2:44][OH:45])/C(O)=O. (6) Given the product [C:20]([C:23]1[S:27][C:26]2[CH:28]=[CH:29][CH:30]=[C:31]([C:6]3[CH:7]=[C:8]([CH:10]([CH3:12])[CH3:11])[CH:9]=[C:4]([CH:1]([CH3:2])[CH3:3])[C:5]=3[O:16][CH2:17][CH2:18][CH3:19])[C:25]=2[CH:24]=1)(=[O:22])[CH3:21], predict the reactants needed to synthesize it. The reactants are: [CH:1]([C:4]1[C:5]([O:16][CH2:17][CH2:18][CH3:19])=[C:6](B(O)O)[CH:7]=[C:8]([CH:10]([CH3:12])[CH3:11])[CH:9]=1)([CH3:3])[CH3:2].[C:20]([C:23]1[S:27][C:26]2[CH:28]=[CH:29][CH:30]=[C:31](I)[C:25]=2[CH:24]=1)(=[O:22])[CH3:21].C(=O)([O-])[O-].[Na+].[Na+].O. (7) Given the product [CH3:1][C:2]1[C:10]([N+:11]([O-:13])=[O:12])=[CH:9][C:5]2[O:6][CH2:7][O:8][C:4]=2[CH:3]=1, predict the reactants needed to synthesize it. The reactants are: [CH3:1][C:2]1[CH:10]=[CH:9][C:5]2[O:6][CH2:7][O:8][C:4]=2[CH:3]=1.[N+:11]([O-])([OH:13])=[O:12]. (8) Given the product [CH2:1]([N:3]([CH3:4])[S:6]([C:9]1[CH:10]=[CH:11][C:12]([CH2:15][C:16]([OH:18])=[O:17])=[CH:13][CH:14]=1)(=[O:8])=[O:7])[CH3:2], predict the reactants needed to synthesize it. The reactants are: [CH2:1]([NH:3][CH3:4])[CH3:2].Cl[S:6]([C:9]1[CH:14]=[CH:13][C:12]([CH2:15][C:16]([OH:18])=[O:17])=[CH:11][CH:10]=1)(=[O:8])=[O:7].